Dataset: Forward reaction prediction with 1.9M reactions from USPTO patents (1976-2016). Task: Predict the product of the given reaction. (1) Given the reactants [Li]CCCC.CC1(C)CCCC(C)(C)N1.[CH:16]1([C@H:20]([NH:22][C:23]2[N:31]=[C:30]([C:32]#[N:33])[N:29]=[C:28]3[C:24]=2[N:25]([CH2:34][C:35]2[CH:40]=[CH:39][C:38]([C:41]([F:44])([F:43])[F:42])=[CH:37][CH:36]=2)[CH:26]=[N:27]3)[CH3:21])[CH2:19][CH2:18][CH2:17]1.[CH:45](=[O:47])[CH3:46], predict the reaction product. The product is: [CH:16]1([C@H:20]([NH:22][C:23]2[N:31]=[C:30]([C:32]#[N:33])[N:29]=[C:28]3[C:24]=2[N:25]([CH2:34][C:35]2[CH:36]=[CH:37][C:38]([C:41]([F:42])([F:43])[F:44])=[CH:39][CH:40]=2)[C:26]([CH:45]([OH:47])[CH3:46])=[N:27]3)[CH3:21])[CH2:19][CH2:18][CH2:17]1. (2) Given the reactants [CH3:1][C:2]1([CH3:16])[C:6]([CH3:8])([CH3:7])[O:5][B:4]([C:9]2[CH:15]=[CH:14][C:12]([NH2:13])=[CH:11][CH:10]=2)[O:3]1.ClC(Cl)(O[C:21](=[O:27])OC(Cl)(Cl)Cl)Cl.[CH3:29][C:30]1[O:34][N:33]=[C:32]([NH2:35])[CH:31]=1.C([O-])(O)=O.[Na+], predict the reaction product. The product is: [CH3:29][C:30]1[O:34][N:33]=[C:32]([NH:35][C:21]([NH:13][C:12]2[CH:14]=[CH:15][C:9]([B:4]3[O:3][C:2]([CH3:16])([CH3:1])[C:6]([CH3:7])([CH3:8])[O:5]3)=[CH:10][CH:11]=2)=[O:27])[CH:31]=1. (3) Given the reactants Cl[C:2]1[C:11]2[C:6](=[CH:7][CH:8]=[CH:9][C:10]=2[O:12][CH:13]2[CH2:18][CH2:17][N:16]([CH3:19])[CH2:15][CH2:14]2)[N:5]=[CH:4][N:3]=1.[S:20]1[CH:24]=[CH:23][N:22]=[C:21]1[S:25]([C:28]1[CH:34]=[CH:33][C:31]([NH2:32])=[CH:30][CH:29]=1)(=[O:27])=[O:26].[H-].[Na+], predict the reaction product. The product is: [CH3:19][N:16]1[CH2:17][CH2:18][CH:13]([O:12][C:10]2[CH:9]=[CH:8][CH:7]=[C:6]3[C:11]=2[C:2]([NH:32][C:31]2[CH:33]=[CH:34][C:28]([S:25]([C:21]4[S:20][CH:24]=[CH:23][N:22]=4)(=[O:27])=[O:26])=[CH:29][CH:30]=2)=[N:3][CH:4]=[N:5]3)[CH2:14][CH2:15]1. (4) Given the reactants [Cl:1][C:2]1[CH:3]=[C:4]([C:9]2([C:26]([F:29])([F:28])[F:27])[O:13][N:12]=[C:11]([C:14]3[S:18][C:17]([C:19](Cl)=[O:20])=[C:16]4[CH2:22][CH2:23][CH2:24][CH2:25][C:15]=34)[CH2:10]2)[CH:5]=[C:6]([Cl:8])[CH:7]=1.[NH2:30][C:31]1[CH:39]=[CH:38][C:34]([C:35]([NH2:37])=[O:36])=[CH:33][CH:32]=1, predict the reaction product. The product is: [C:35]([C:34]1[CH:38]=[CH:39][C:31]([NH:30][C:19]([C:17]2[S:18][C:14]([C:11]3[CH2:10][C:9]([C:4]4[CH:3]=[C:2]([Cl:1])[CH:7]=[C:6]([Cl:8])[CH:5]=4)([C:26]([F:27])([F:29])[F:28])[O:13][N:12]=3)=[C:15]3[CH2:25][CH2:24][CH2:23][CH2:22][C:16]=23)=[O:20])=[CH:32][CH:33]=1)(=[O:36])[NH2:37]. (5) Given the reactants [F:1][C:2]1[CH:7]=[C:6]([OH:8])[CH:5]=[C:4]([F:9])[C:3]=1[CH2:10][C:11]([O:13][CH3:14])=[O:12].[CH3:15][O:16][CH2:17][C:18]1[CH:19]=[N:20][C:21]([N:24]2[CH2:29][CH2:28][CH:27]([C@H:30]3[CH2:32][C@H:31]3[CH2:33][CH2:34]O)[CH2:26][CH2:25]2)=[N:22][CH:23]=1.C1(P(C2C=CC=CC=2)C2C=CC=CC=2)C=CC=CC=1.N(C(OC(C)(C)C)=O)=NC(OC(C)(C)C)=O, predict the reaction product. The product is: [CH3:14][O:13][C:11](=[O:12])[CH2:10][C:3]1[C:2]([F:1])=[CH:7][C:6]([O:8][CH2:34][CH2:33][C@@H:31]2[CH2:32][C@@H:30]2[CH:27]2[CH2:28][CH2:29][N:24]([C:21]3[N:20]=[CH:19][C:18]([CH2:17][O:16][CH3:15])=[CH:23][N:22]=3)[CH2:25][CH2:26]2)=[CH:5][C:4]=1[F:9]. (6) Given the reactants [NH2:1][C:2]1[C:7]([O:8][CH2:9][C:10](OCC)=[O:11])=[C:6]([Cl:15])[N:5]=[C:4](/[CH:16]=[CH:17]/[C:18]2[CH:23]=[CH:22][CH:21]=[CH:20][CH:19]=2)[N:3]=1.C([O-])([O-])=O.[K+].[K+], predict the reaction product. The product is: [Cl:15][C:6]1[C:7]2[O:8][CH2:9][C:10](=[O:11])[NH:1][C:2]=2[N:3]=[C:4](/[CH:16]=[CH:17]/[C:18]2[CH:23]=[CH:22][CH:21]=[CH:20][CH:19]=2)[N:5]=1.